This data is from NCI-60 drug combinations with 297,098 pairs across 59 cell lines. The task is: Regression. Given two drug SMILES strings and cell line genomic features, predict the synergy score measuring deviation from expected non-interaction effect. (1) Drug 1: C1=C(C(=O)NC(=O)N1)N(CCCl)CCCl. Drug 2: CC1C(C(CC(O1)OC2CC(OC(C2O)C)OC3=CC4=CC5=C(C(=O)C(C(C5)C(C(=O)C(C(C)O)O)OC)OC6CC(C(C(O6)C)O)OC7CC(C(C(O7)C)O)OC8CC(C(C(O8)C)O)(C)O)C(=C4C(=C3C)O)O)O)O. Cell line: A549. Synergy scores: CSS=22.3, Synergy_ZIP=-10.5, Synergy_Bliss=-2.94, Synergy_Loewe=-4.06, Synergy_HSA=-3.89. (2) Drug 1: C1CCC(CC1)NC(=O)N(CCCl)N=O. Drug 2: CC1CCC2CC(C(=CC=CC=CC(CC(C(=O)C(C(C(=CC(C(=O)CC(OC(=O)C3CCCCN3C(=O)C(=O)C1(O2)O)C(C)CC4CCC(C(C4)OC)OCCO)C)C)O)OC)C)C)C)OC. Cell line: HCT-15. Synergy scores: CSS=32.5, Synergy_ZIP=-4.79, Synergy_Bliss=6.01, Synergy_Loewe=1.83, Synergy_HSA=7.22. (3) Drug 1: C1CC(=O)NC(=O)C1N2CC3=C(C2=O)C=CC=C3N. Drug 2: CC1OCC2C(O1)C(C(C(O2)OC3C4COC(=O)C4C(C5=CC6=C(C=C35)OCO6)C7=CC(=C(C(=C7)OC)O)OC)O)O. Cell line: SW-620. Synergy scores: CSS=43.5, Synergy_ZIP=0.612, Synergy_Bliss=-0.464, Synergy_Loewe=-7.09, Synergy_HSA=1.75. (4) Drug 1: CC1OCC2C(O1)C(C(C(O2)OC3C4COC(=O)C4C(C5=CC6=C(C=C35)OCO6)C7=CC(=C(C(=C7)OC)O)OC)O)O. Drug 2: CC(C)(C#N)C1=CC(=CC(=C1)CN2C=NC=N2)C(C)(C)C#N. Cell line: RXF 393. Synergy scores: CSS=22.6, Synergy_ZIP=-5.19, Synergy_Bliss=-1.90, Synergy_Loewe=0.0393, Synergy_HSA=0.881. (5) Drug 1: CC1=C(C=C(C=C1)NC2=NC=CC(=N2)N(C)C3=CC4=NN(C(=C4C=C3)C)C)S(=O)(=O)N.Cl. Drug 2: CC12CCC3C(C1CCC2O)C(CC4=C3C=CC(=C4)O)CCCCCCCCCS(=O)CCCC(C(F)(F)F)(F)F. Cell line: SNB-19. Synergy scores: CSS=0.307, Synergy_ZIP=-0.556, Synergy_Bliss=-2.42, Synergy_Loewe=-1.62, Synergy_HSA=-3.69.